From a dataset of Forward reaction prediction with 1.9M reactions from USPTO patents (1976-2016). Predict the product of the given reaction. (1) The product is: [CH3:22][C:9]1[N:8]([C:6]2[CH:5]=[CH:4][NH:3][C:2](=[O:23])[CH:7]=2)[CH:12]=[C:11]([C:13]#[C:14][C:15]2[CH:16]=[C:17]([CH3:21])[CH:18]=[CH:19][CH:20]=2)[N:10]=1. Given the reactants Cl[C:2]1[CH:7]=[C:6]([N:8]2[CH:12]=[C:11]([C:13]#[C:14][C:15]3[CH:16]=[C:17]([CH3:21])[CH:18]=[CH:19][CH:20]=3)[N:10]=[C:9]2[CH3:22])[CH:5]=[CH:4][N:3]=1.[OH-:23].[K+], predict the reaction product. (2) Given the reactants [O:1]=[C:2]1[CH:11]=[CH:10][C:9]2[C:4](=[CH:5][C:6]([C:12]#[N:13])=[CH:7][CH:8]=2)[N:3]1[CH2:14][CH:15]=C.I([O-])(=O)(=O)=[O:18].[Na+], predict the reaction product. The product is: [O:1]=[C:2]1[CH:11]=[CH:10][C:9]2[C:4](=[CH:5][C:6]([C:12]#[N:13])=[CH:7][CH:8]=2)[N:3]1[CH2:14][CH:15]=[O:18]. (3) Given the reactants Cl.[F:2][C:3]1[C:4]([CH3:11])=[C:5]([NH:9][NH2:10])[CH:6]=[CH:7][CH:8]=1.C(=O)([O-])[O-].[K+].[K+].[C:18](OCC)(=[O:26])[C:19]#[C:20][C:21]([O:23][CH2:24][CH3:25])=[O:22], predict the reaction product. The product is: [F:2][C:3]1[C:4]([CH3:11])=[C:5]([N:9]2[C:18]([OH:26])=[CH:19][C:20]([C:21]([O:23][CH2:24][CH3:25])=[O:22])=[N:10]2)[CH:6]=[CH:7][CH:8]=1. (4) Given the reactants [Cl:1][C:2]1[CH:7]=[CH:6][C:5]([C:8]2[N:13]=[C:12]([C:14]([O:16][CH3:17])=[O:15])[C:11]3[C:18]([CH3:21])=[CH:19][NH:20][C:10]=3[CH:9]=2)=[C:4]([F:22])[C:3]=1[O:23][CH3:24].[CH2:25](O)C.C(OCC)(=O)C.O, predict the reaction product. The product is: [Cl:1][C:2]1[CH:7]=[CH:6][C:5]([C:8]2[N:13]=[C:12]([C:14]([O:16][CH2:17][CH3:25])=[O:15])[C:11]3[C:18]([CH3:21])=[CH:19][NH:20][C:10]=3[CH:9]=2)=[C:4]([F:22])[C:3]=1[O:23][CH3:24]. (5) Given the reactants Cl[O-].[Na+].[CH2:4]([O:11][CH2:12][C@H:13]([O:18][CH2:19][CH:20]=[N:21][OH:22])[CH2:14][CH:15]=[CH:16][CH3:17])[C:5]1[CH:10]=[CH:9][CH:8]=[CH:7][CH:6]=1.C(N(CC)CC)C, predict the reaction product. The product is: [CH2:4]([O:11][CH2:12][C@@H:13]1[O:18][CH2:19][C:20]2=[N:21][O:22][C@@H:16]([CH3:17])[C@@H:15]2[CH2:14]1)[C:5]1[CH:10]=[CH:9][CH:8]=[CH:7][CH:6]=1.